From a dataset of Peptide-MHC class I binding affinity with 185,985 pairs from IEDB/IMGT. Regression. Given a peptide amino acid sequence and an MHC pseudo amino acid sequence, predict their binding affinity value. This is MHC class I binding data. The peptide sequence is FINTKEYKN. The MHC is HLA-B27:05 with pseudo-sequence HLA-B27:05. The binding affinity (normalized) is 0.